This data is from Full USPTO retrosynthesis dataset with 1.9M reactions from patents (1976-2016). The task is: Predict the reactants needed to synthesize the given product. (1) Given the product [Br:1][C:2]1[CH:3]=[C:4]2[C:8](=[CH:9][CH:10]=1)[N:7]([C:30]1[N:35]=[CH:34][CH:33]=[CH:32][N:31]=1)[CH:6]=[CH:5]2, predict the reactants needed to synthesize it. The reactants are: [Br:1][C:2]1[CH:3]=[C:4]2[C:8](=[CH:9][CH:10]=1)[NH:7][CH:6]=[CH:5]2.C([O-])([O-])=O.[K+].[K+].N1CCC[C@H]1C(O)=O.C(O)(=O)C.Br[C:30]1[N:35]=[CH:34][CH:33]=[CH:32][N:31]=1. (2) The reactants are: [CH:1]1([C:4](O)=O)[CH2:3][CH2:2]1.Cl.Cl.[C:9]1([NH2:16])[CH:14]=[CH:13][CH:12]=[CH:11][C:10]=1[NH2:15].[OH-].[Na+]. Given the product [CH:1]1([C:4]2[NH:15][C:10]3[CH:11]=[CH:12][CH:13]=[CH:14][C:9]=3[N:16]=2)[CH2:3][CH2:2]1, predict the reactants needed to synthesize it. (3) Given the product [BrH:26].[NH2:24][C:25]1[NH:22][C:21]2[CH:20]=[CH:19][C:4]([O:5][CH:6]3[CH2:7][CH2:8][N:9]([C:12]([O:14][C:15]([CH3:16])([CH3:17])[CH3:18])=[O:13])[CH2:10][CH2:11]3)=[CH:3][C:2]=2[N:1]=1, predict the reactants needed to synthesize it. The reactants are: [NH2:1][C:2]1[CH:3]=[C:4]([CH:19]=[CH:20][C:21]=1[NH2:22])[O:5][CH:6]1[CH2:11][CH2:10][N:9]([C:12]([O:14][C:15]([CH3:18])([CH3:17])[CH3:16])=[O:13])[CH2:8][CH2:7]1.O.[N:24]#[C:25][Br:26].